This data is from Reaction yield outcomes from USPTO patents with 853,638 reactions. The task is: Predict the reaction yield, written as a fraction of the theoretical maximum amount of product (1.0 means a 100% yield; for example, 0.34 means a 34% yield). The reactants are [N+:1]([C:4]1[N:9]=[CH:8][C:7]([C:10]2[CH2:15][CH2:14][N:13]([C:16]([O:18][C:19]([CH3:22])([CH3:21])[CH3:20])=[O:17])[CH2:12][CH:11]=2)=[CH:6][CH:5]=1)([O-])=O. The catalyst is [Pd].CO. The product is [NH2:1][C:4]1[N:9]=[CH:8][C:7]([CH:10]2[CH2:15][CH2:14][N:13]([C:16]([O:18][C:19]([CH3:22])([CH3:21])[CH3:20])=[O:17])[CH2:12][CH2:11]2)=[CH:6][CH:5]=1. The yield is 0.780.